This data is from Full USPTO retrosynthesis dataset with 1.9M reactions from patents (1976-2016). The task is: Predict the reactants needed to synthesize the given product. Given the product [C:1]([O:5][C:6]([NH:8][C@H:9]([C:18]([OH:20])=[O:19])[CH:10]([O:17][C:22]1[CH:27]=[CH:26][CH:25]=[CH:24][C:23]=1[N+:28]([O-:30])=[O:29])[C:11]1[CH:16]=[CH:15][CH:14]=[CH:13][CH:12]=1)=[O:7])([CH3:4])([CH3:2])[CH3:3], predict the reactants needed to synthesize it. The reactants are: [C:1]([O:5][C:6]([NH:8][C@H:9]([C:18]([OH:20])=[O:19])[CH:10]([OH:17])[C:11]1[CH:16]=[CH:15][CH:14]=[CH:13][CH:12]=1)=[O:7])([CH3:4])([CH3:3])[CH3:2].F[C:22]1[CH:27]=[CH:26][CH:25]=[CH:24][C:23]=1[N+:28]([O-:30])=[O:29].C[Si]([N-][Si](C)(C)C)(C)C.[K+].